Dataset: Reaction yield outcomes from USPTO patents with 853,638 reactions. Task: Predict the reaction yield, written as a fraction of the theoretical maximum amount of product (1.0 means a 100% yield; for example, 0.34 means a 34% yield). (1) The reactants are [Cl:1][C:2]1[CH:7]=[C:6]([C:8]([F:11])([F:10])[F:9])[CH:5]=[C:4]([Cl:12])[C:3]=1[N:13]1[C:17]([NH:18][CH2:19][C:20]2[CH:25]=[CH:24][CH:23]=[CH:22][N:21]=2)=[CH:16][C:15]([C:26]#[N:27])=[N:14]1.ClCCl.[F:31][CH:32]([F:35])[S:33]Cl. The catalyst is C(OCC)(=O)C. The product is [Cl:1][C:2]1[CH:7]=[C:6]([C:8]([F:10])([F:11])[F:9])[CH:5]=[C:4]([Cl:12])[C:3]=1[N:13]1[C:17]([NH:18][CH2:19][C:20]2[CH:25]=[CH:24][CH:23]=[CH:22][N:21]=2)=[C:16]([S:33][CH:32]([F:35])[F:31])[C:15]([C:26]#[N:27])=[N:14]1. The yield is 0.900. (2) The reactants are [CH2:1]([NH:3][C:4]([NH:6][C:7]1[CH:8]=[C:9]([CH:11]=[CH:12][CH:13]=1)[NH2:10])=[O:5])[CH3:2].Cl[C:15]1[N:20]=[C:19](Cl)[C:18]([F:22])=[CH:17][N:16]=1. No catalyst specified. The product is [CH2:1]([NH:3][C:4]([NH:6][C:7]1[CH:8]=[C:9]([NH:10][C:15]2[N:20]=[C:19]([NH:10][C:9]3[CH:11]=[CH:12][CH:13]=[C:7]([NH:6][C:4]([NH:3][CH2:1][CH3:2])=[O:5])[CH:8]=3)[C:18]([F:22])=[CH:17][N:16]=2)[CH:11]=[CH:12][CH:13]=1)=[O:5])[CH3:2]. The yield is 0.660. (3) The reactants are [C:1]([O:7][CH2:8][C:9]([F:15])([F:14])[S:10]([O-:13])(=[O:12])=[O:11])(=[O:6])[C:2]([CH3:5])([CH3:4])[CH3:3].[Na+].[Br-].[C:18]([C:22]1[CH:27]=[CH:26][C:25]([S+:28]([C:35]2[CH:40]=[CH:39][CH:38]=[CH:37][CH:36]=2)[C:29]2[CH:34]=[CH:33][CH:32]=[CH:31][CH:30]=2)=[CH:24][CH:23]=1)([CH3:21])([CH3:20])[CH3:19]. The catalyst is ClCCl. The product is [C:1]([O:7][CH2:8][C:9]([F:15])([F:14])[S:10]([O-:13])(=[O:11])=[O:12])(=[O:6])[C:2]([CH3:5])([CH3:4])[CH3:3].[C:18]([C:22]1[CH:27]=[CH:26][C:25]([S+:28]([C:35]2[CH:40]=[CH:39][CH:38]=[CH:37][CH:36]=2)[C:29]2[CH:30]=[CH:31][CH:32]=[CH:33][CH:34]=2)=[CH:24][CH:23]=1)([CH3:21])([CH3:19])[CH3:20]. The yield is 0.790. (4) The reactants are [Cl:1][CH2:2][C:3](=O)[CH2:4][C:5]([O:7][CH2:8][CH3:9])=[O:6].[C:11]1([CH:18]=CC=[C:14](O)[CH:13]=1)[OH:12]. The catalyst is S(=O)(=O)(O)O. The product is [Cl:1][CH2:2][C:3]1[C:9]2[C:8](=[CH:18][C:11]([OH:12])=[CH:13][CH:14]=2)[O:7][C:5](=[O:6])[CH:4]=1. The yield is 0.840. (5) The reactants are C([O:8][C:9]1[C:10]([O:27][CH2:28][C:29]([F:32])([F:31])[F:30])=[CH:11][C:12]([CH2:16][NH:17][C:18]2[C:23]([Cl:24])=[C:22]([CH3:25])[N:21]=[C:20]([CH3:26])[N:19]=2)=[N:13][C:14]=1[Br:15])C1C=CC=CC=1.Cl.[OH-].[Na+].O. The catalyst is C(O)C. The product is [Br:15][C:14]1[C:9]([OH:8])=[C:10]([O:27][CH2:28][C:29]([F:32])([F:31])[F:30])[CH:11]=[C:12]([CH2:16][NH:17][C:18]2[C:23]([Cl:24])=[C:22]([CH3:25])[N:21]=[C:20]([CH3:26])[N:19]=2)[N:13]=1. The yield is 0.930. (6) The catalyst is CC(C)=O. The reactants are Cl.[OH:2][CH:3]([CH2:31][OH:32])[CH2:4][O:5][C:6]1[CH:11]=[CH:10][C:9]([CH2:12][CH2:13][CH2:14][CH2:15][NH:16][C:17]([NH:19][C:20]([C:22]2[C:27]([NH2:28])=[N:26][C:25]([NH2:29])=[C:24]([Cl:30])[N:23]=2)=[O:21])=[NH:18])=[CH:8][CH:7]=1.CO.O.[C:36]1(C)[CH:41]=CC(S(O)(=O)=O)=C[CH:37]=1. The product is [CH3:37][C:36]1([CH3:41])[O:2][CH:3]([CH2:4][O:5][C:6]2[CH:7]=[CH:8][C:9]([CH2:12][CH2:13][CH2:14][CH2:15][NH:16][C:17]([NH:19][C:20]([C:22]3[C:27]([NH2:28])=[N:26][C:25]([NH2:29])=[C:24]([Cl:30])[N:23]=3)=[O:21])=[NH:18])=[CH:10][CH:11]=2)[CH2:31][O:32]1. The yield is 0.810. (7) The reactants are C([O:8][C:9]1[CH:34]=[N:33][C:12]2[N:13]=[C:14]([N:20]3[CH2:23][CH:22]([N:24]([CH3:32])[C:25](=[O:31])[O:26][C:27]([CH3:30])([CH3:29])[CH3:28])[CH2:21]3)[C:15]3[N:16]([CH:17]=[N:18][N:19]=3)[C:11]=2[CH:10]=1)C1C=CC=CC=1.[H][H]. The catalyst is CO.[Pd]. The product is [OH:8][C:9]1[CH:34]=[N:33][C:12]2[N:13]=[C:14]([N:20]3[CH2:23][CH:22]([N:24]([CH3:32])[C:25](=[O:31])[O:26][C:27]([CH3:29])([CH3:30])[CH3:28])[CH2:21]3)[C:15]3[N:16]([CH:17]=[N:18][N:19]=3)[C:11]=2[CH:10]=1. The yield is 0.340.